Dataset: Forward reaction prediction with 1.9M reactions from USPTO patents (1976-2016). Task: Predict the product of the given reaction. (1) Given the reactants [H-].[Na+].[C:3](#[N:7])[CH2:4][C:5]#[N:6].[CH2:8]([O:10][C:11]1[CH:12]=[C:13]([CH:17]=[CH:18][C:19]=1[O:20][CH3:21])[C:14](Cl)=[O:15])[CH3:9], predict the reaction product. The product is: [CH2:8]([O:10][C:11]1[CH:12]=[C:13]([C:14]([OH:15])=[C:4]([C:3]#[N:7])[C:5]#[N:6])[CH:17]=[CH:18][C:19]=1[O:20][CH3:21])[CH3:9]. (2) Given the reactants [CH3:1][O:2][C:3]1[CH:8]=[CH:7][CH:6]=[CH:5][N:4]=1.[CH3:9][O:10][C:11]1[CH:16]=[CH:15][N:14]=[CH:13][CH:12]=1.C[Si](C[Li])(C)C, predict the reaction product. The product is: [CH:9]([N:4]1[CH2:3][CH2:8][CH2:7][CH2:6][CH2:5]1)=[O:10].[CH3:9][O:10][C:11]1[CH:16]=[CH:15][N:14]=[CH:13][C:12]=1[CH:1]=[O:2]. (3) Given the reactants [Cl:1][C:2]1[C:10]2[N:9]=[C:8]3[NH:11][CH2:12][CH2:13][CH2:14][N:7]3[C:6]=2[C:5]([N+:15]([O-:17])=[O:16])=[CH:4][CH:3]=1.[Cl:18][C:19]1[CH:24]=[C:23]([Cl:25])[CH:22]=[CH:21][C:20]=1I.N1C=CC=CC=1C1C=CC=CN=1.C(=O)([O-])[O-].[Cs+].[Cs+], predict the reaction product. The product is: [Cl:1][C:2]1[C:10]2[N:9]=[C:8]3[N:11]([C:22]4[CH:21]=[CH:20][C:19]([Cl:18])=[CH:24][C:23]=4[Cl:25])[CH2:12][CH2:13][CH2:14][N:7]3[C:6]=2[C:5]([N+:15]([O-:17])=[O:16])=[CH:4][CH:3]=1. (4) Given the reactants [Cl:1][C:2]1[C:3]([NH:9][S:10]([C:13]2[CH:22]=[CH:21][C:16]([C:17]([O:19][CH3:20])=[O:18])=[CH:15][CH:14]=2)(=[O:12])=[O:11])=[N:4][CH:5]=[C:6]([Cl:8])[CH:7]=1.Br[CH2:24][C:25]1[CH:30]=[CH:29][C:28]([CH3:31])=[C:27]([C:32]([F:35])([F:34])[F:33])[CH:26]=1, predict the reaction product. The product is: [Cl:1][C:2]1[C:3]([N:9]([CH2:24][C:25]2[CH:30]=[CH:29][C:28]([CH3:31])=[C:27]([C:32]([F:33])([F:35])[F:34])[CH:26]=2)[S:10]([C:13]2[CH:14]=[CH:15][C:16]([C:17]([O:19][CH3:20])=[O:18])=[CH:21][CH:22]=2)(=[O:12])=[O:11])=[N:4][CH:5]=[C:6]([Cl:8])[CH:7]=1. (5) The product is: [C:1]([O:20][CH2:21][CH2:22][CH2:23][O:24][CH2:25][CH2:26][O:27][S:28]([C:31]1[CH:37]=[CH:36][C:34]([CH3:35])=[CH:33][CH:32]=1)(=[O:30])=[O:29])([C:8]1[CH:13]=[CH:12][CH:11]=[CH:10][CH:9]=1)([C:14]1[CH:15]=[CH:16][CH:17]=[CH:18][CH:19]=1)[C:2]1[CH:3]=[CH:4][CH:5]=[CH:6][CH:7]=1. Given the reactants [C:1]([O:20][CH2:21][CH2:22][CH2:23][O:24][CH2:25][CH2:26][OH:27])([C:14]1[CH:19]=[CH:18][CH:17]=[CH:16][CH:15]=1)([C:8]1[CH:13]=[CH:12][CH:11]=[CH:10][CH:9]=1)[C:2]1[CH:7]=[CH:6][CH:5]=[CH:4][CH:3]=1.[S:28](Cl)([C:31]1[CH:37]=[CH:36][C:34]([CH3:35])=[CH:33][CH:32]=1)(=[O:30])=[O:29], predict the reaction product.